Task: Predict the reaction yield, written as a fraction of the theoretical maximum amount of product (1.0 means a 100% yield; for example, 0.34 means a 34% yield).. Dataset: Reaction yield outcomes from USPTO patents with 853,638 reactions (1) The reactants are C(Cl)(=O)C(Cl)=O.[C:7]([C:11]1[CH:16]=[CH:15][C:14]([S:17]([NH:20][CH2:21][C:22]2[CH:30]=[CH:29][C:25]([C:26](O)=[O:27])=[CH:24][CH:23]=2)(=[O:19])=[O:18])=[CH:13][CH:12]=1)([CH3:10])([CH3:9])[CH3:8].[F:31][C:32]1[C:37]([NH2:38])=[CH:36][CH:35]=[CH:34][N:33]=1. The catalyst is CN(C=O)C.C1COCC1. The product is [C:7]([C:11]1[CH:12]=[CH:13][C:14]([S:17]([NH:20][CH2:21][C:22]2[CH:23]=[CH:24][C:25]([C:26]([NH:38][C:37]3[C:32]([F:31])=[N:33][CH:34]=[CH:35][CH:36]=3)=[O:27])=[CH:29][CH:30]=2)(=[O:19])=[O:18])=[CH:15][CH:16]=1)([CH3:10])([CH3:9])[CH3:8]. The yield is 0.620. (2) The reactants are [NH2:1][C:2]1[C:11]2[C:6](=[C:7](I)[CH:8]=[CH:9][CH:10]=2)[N:5]=[N:4][C:3]=1[C:13]([NH:15][CH2:16][CH2:17][CH3:18])=[O:14].C[Sn](C)(C)[C:21]1[CH:22]=[N:23][CH:24]=[C:25]([C:27]([N:29]2[CH2:32][CH2:31][CH2:30]2)=[O:28])[CH:26]=1. No catalyst specified. The product is [NH2:1][C:2]1[C:11]2[C:6](=[C:7]([C:21]3[CH:22]=[N:23][CH:24]=[C:25]([C:27]([N:29]4[CH2:30][CH2:31][CH2:32]4)=[O:28])[CH:26]=3)[CH:8]=[CH:9][CH:10]=2)[N:5]=[N:4][C:3]=1[C:13]([NH:15][CH2:16][CH2:17][CH3:18])=[O:14]. The yield is 0.440. (3) The reactants are [CH3:1][O:2][C:3]1[CH:4]=[C:5]2[C:10](=[C:11]3[CH2:15][C:14]([CH3:17])([CH3:16])[O:13][C:12]=13)[C:9]([C:18]1[CH:19]=[C:20]([NH2:24])[CH:21]=[CH:22][CH:23]=1)=[N:8][C:7]([CH3:26])([CH3:25])[CH2:6]2.Br[C:28]1[CH:29]=[N:30][CH:31]=[CH:32][CH:33]=1.CC(C)([O-])C.[Na+].C1(P(C2C=CC=CC=2)C2C=CC3C(=CC=CC=3)C=2C2C3C(=CC=CC=3)C=CC=2P(C2C=CC=CC=2)C2C=CC=CC=2)C=CC=CC=1. The catalyst is C1(C)C=CC=CC=1.C1C=CC(/C=C/C(/C=C/C2C=CC=CC=2)=O)=CC=1.C1C=CC(/C=C/C(/C=C/C2C=CC=CC=2)=O)=CC=1.C1C=CC(/C=C/C(/C=C/C2C=CC=CC=2)=O)=CC=1.[Pd].[Pd].O. The product is [CH3:1][O:2][C:3]1[CH:4]=[C:5]2[C:10](=[C:11]3[CH2:15][C:14]([CH3:17])([CH3:16])[O:13][C:12]=13)[C:9]([C:18]1[CH:19]=[C:20]([NH:24][C:28]3[CH:29]=[N:30][CH:31]=[CH:32][CH:33]=3)[CH:21]=[CH:22][CH:23]=1)=[N:8][C:7]([CH3:26])([CH3:25])[CH2:6]2. The yield is 0.540.